Task: Predict which catalyst facilitates the given reaction.. Dataset: Catalyst prediction with 721,799 reactions and 888 catalyst types from USPTO The catalyst class is: 2. Reactant: [CH3:1][O:2][C:3]1[CH:34]=[C:33]([O:35][CH3:36])[CH:32]=[CH:31][C:4]=1[CH2:5][NH:6][C:7]1[C:8]2[CH:15]=[CH:14][N:13]([C@H:16]3[C@H:23]4[C@H:19]([O:20][C:21]([CH3:25])([CH3:24])[O:22]4)[C@@H:18]([CH2:26][NH:27][CH:28]([CH3:30])[CH3:29])[CH2:17]3)[C:9]=2[N:10]=[CH:11][N:12]=1.ClCCCl.O=[C:42]1[CH2:45][CH:44]([CH2:46][CH2:47][C:48]([O:50][CH2:51][CH3:52])=[O:49])[CH2:43]1.C(O)(=O)C.C(O[BH-](OC(=O)C)OC(=O)C)(=O)C.[Na+]. Product: [CH3:1][O:2][C:3]1[CH:34]=[C:33]([O:35][CH3:36])[CH:32]=[CH:31][C:4]=1[CH2:5][NH:6][C:7]1[C:8]2[CH:15]=[CH:14][N:13]([C@H:16]3[C@@H:23]4[O:22][C:21]([CH3:24])([CH3:25])[O:20][C@@H:19]4[C@@H:18]([CH2:26][N:27]([CH:28]([CH3:30])[CH3:29])[CH:42]4[CH2:45][CH:44]([CH2:46][CH2:47][C:48]([O:50][CH2:51][CH3:52])=[O:49])[CH2:43]4)[CH2:17]3)[C:9]=2[N:10]=[CH:11][N:12]=1.